This data is from Reaction yield outcomes from USPTO patents with 853,638 reactions. The task is: Predict the reaction yield, written as a fraction of the theoretical maximum amount of product (1.0 means a 100% yield; for example, 0.34 means a 34% yield). The reactants are C[Al](C)C.[CH3:5][O:6][C:7]1[CH:8]=[C:9]([CH2:15][CH2:16][C:17]2[CH:18]=[C:19]([NH2:22])[NH:20][N:21]=2)[CH:10]=[C:11]([O:13][CH3:14])[CH:12]=1.[CH3:23][C@H:24]1[N:29]([CH3:30])[C@@H:28]([CH3:31])[CH2:27][N:26]([C:32]2[N:37]=[CH:36][C:35]([C:38](OC)=[O:39])=[CH:34][N:33]=2)[CH2:25]1.Cl. The catalyst is C1(C)C=CC=CC=1.CO. The product is [CH3:14][O:13][C:11]1[CH:10]=[C:9]([CH2:15][CH2:16][C:17]2[CH:18]=[C:19]([NH:22][C:38]([C:35]3[CH:36]=[N:37][C:32]([N:26]4[CH2:27][C@H:28]([CH3:31])[N:29]([CH3:30])[C@H:24]([CH3:23])[CH2:25]4)=[N:33][CH:34]=3)=[O:39])[NH:20][N:21]=2)[CH:8]=[C:7]([O:6][CH3:5])[CH:12]=1. The yield is 0.390.